Dataset: Reaction yield outcomes from USPTO patents with 853,638 reactions. Task: Predict the reaction yield, written as a fraction of the theoretical maximum amount of product (1.0 means a 100% yield; for example, 0.34 means a 34% yield). (1) The reactants are [C:1]([C:3]1[C:4]([C:19]([F:22])([F:21])[F:20])=[C:5]2[C:9](=[CH:10][CH:11]=1)[N:8]([CH:12]([CH3:17])[C:13](OC)=[O:14])[C:7]([CH3:18])=[CH:6]2)#[N:2].[Li+].[BH4-]. The catalyst is C1COCC1. The product is [OH:14][CH2:13][CH:12]([N:8]1[C:9]2[C:5](=[C:4]([C:19]([F:22])([F:20])[F:21])[C:3]([C:1]#[N:2])=[CH:11][CH:10]=2)[CH:6]=[C:7]1[CH3:18])[CH3:17]. The yield is 0.830. (2) The reactants are [Cl:1][C:2]1[N:7]=[C:6](Cl)[CH:5]=[C:4]([CH3:9])[N:3]=1.[Cl:10][C:11]1[CH:17]=[CH:16][C:14]([NH2:15])=[CH:13][CH:12]=1.C(N(C(C)C)CC)(C)C. The catalyst is C(#N)C. The product is [Cl:1][C:2]1[N:7]=[C:6]([NH:15][C:14]2[CH:16]=[CH:17][C:11]([Cl:10])=[CH:12][CH:13]=2)[CH:5]=[C:4]([CH3:9])[N:3]=1. The yield is 0.100. (3) The reactants are Br[C:2]1[CH:3]=[C:4]([C:8](=[O:10])[CH3:9])[CH:5]=[CH:6][CH:7]=1.[NH:11]1[CH2:15][CH2:14][NH:13][C:12]1=[O:16]. The product is [C:8]([C:4]1[CH:3]=[C:2]([N:11]2[CH2:15][CH2:14][NH:13][C:12]2=[O:16])[CH:7]=[CH:6][CH:5]=1)(=[O:10])[CH3:9]. The yield is 0.180. No catalyst specified. (4) The reactants are [CH3:1][C:2]1([CH3:26])[CH2:6][C:5]2[CH:7]=[CH:8][CH:9]=[C:10]([CH2:11][NH:12][C:13]3[CH:18]=[CH:17][CH:16]=[CH:15][C:14]=3[O:19][C:20]3[CH:25]=[CH:24][CH:23]=[CH:22][CH:21]=3)[C:4]=2[O:3]1.C(N(CC)CC)C.[Br:34][CH2:35][C:36](Cl)=[O:37]. The yield is 0.630. The catalyst is C(Cl)Cl. The product is [Br:34][CH2:35][C:36]([N:12]([CH2:11][C:10]1[C:4]2[O:3][C:2]([CH3:26])([CH3:1])[CH2:6][C:5]=2[CH:7]=[CH:8][CH:9]=1)[C:13]1[CH:18]=[CH:17][CH:16]=[CH:15][C:14]=1[O:19][C:20]1[CH:25]=[CH:24][CH:23]=[CH:22][CH:21]=1)=[O:37]. (5) The reactants are [Cl:1][C:2]1[C:3]([CH3:18])=[C:4]([NH:10][C@H:11]([C@@H:15]([OH:17])[CH3:16])[C:12]([OH:14])=O)[CH:5]=[CH:6][C:7]=1[C:8]#[N:9].[I:19][C:20]1[CH:29]=[CH:28][C:23]([C:24]([NH:26][NH2:27])=[O:25])=[CH:22][CH:21]=1.O.ON1C2C=CC=CC=2N=N1.Cl.CN(C)CCCN=C=NCC.CCN(CC)CC. The catalyst is C1COCC1. The product is [Cl:1][C:2]1[C:3]([CH3:18])=[C:4]([NH:10][C@H:11]([C@@H:15]([OH:17])[CH3:16])[C:12]([NH:27][NH:26][C:24](=[O:25])[C:23]2[CH:22]=[CH:21][C:20]([I:19])=[CH:29][CH:28]=2)=[O:14])[CH:5]=[CH:6][C:7]=1[C:8]#[N:9]. The yield is 0.770. (6) The reactants are [NH2:1][C:2]1[CH:7]=[CH:6][CH:5]=[CH:4][C:3]=1[NH:8][C:9]1[C:22]([O:23][CH2:24][C:25]2[CH:30]=[CH:29][CH:28]=[CH:27][CH:26]=2)=[CH:21][C:20]2[C@:19]34[CH2:31][CH2:32][N:33]([C:34]([O:36][CH2:37][C:38]5[CH:43]=[CH:42][CH:41]=[CH:40][CH:39]=5)=[O:35])[C@@H:13]([C@@H:14]3[CH2:15][CH2:16][CH2:17][CH2:18]4)[CH2:12][C:11]=2[C:10]=1[Br:44].[CH3:45][S:46](Cl)(=[O:48])=[O:47].O. The catalyst is C(Cl)Cl. The product is [CH2:24]([O:23][C:22]1[C:9]([NH:8][C:3]2[CH:4]=[CH:5][CH:6]=[CH:7][C:2]=2[NH:1][S:46]([CH3:45])(=[O:48])=[O:47])=[C:10]([Br:44])[C:11]2[CH2:12][C@H:13]3[N:33]([C:34]([O:36][CH2:37][C:38]4[CH:43]=[CH:42][CH:41]=[CH:40][CH:39]=4)=[O:35])[CH2:32][CH2:31][C@@:19]4([C:20]=2[CH:21]=1)[C@H:14]3[CH2:15][CH2:16][CH2:17][CH2:18]4)[C:25]1[CH:30]=[CH:29][CH:28]=[CH:27][CH:26]=1. The yield is 0.680.